This data is from Reaction yield outcomes from USPTO patents with 853,638 reactions. The task is: Predict the reaction yield, written as a fraction of the theoretical maximum amount of product (1.0 means a 100% yield; for example, 0.34 means a 34% yield). (1) The reactants are [CH2:1]([O:3][C:4](=[O:22])[CH2:5][NH:6][CH2:7][CH2:8][NH:9][S:10]([C:13]1[S:14][C:15]2[CH:21]=[CH:20][CH:19]=[CH:18][C:16]=2[N:17]=1)(=[O:12])=[O:11])[CH3:2].[CH3:23][O:24][C:25]1[CH:49]=[CH:48][C:28]([CH2:29][O:30][C:31]([NH:33][C:34]2[NH:35][C:36](=[O:47])[C:37]3[N:38]=[CH:39][N:40]([CH2:43][C:44](O)=[O:45])[C:41]=3[N:42]=2)=[O:32])=[CH:27][CH:26]=1. No catalyst specified. The product is [CH2:1]([O:3][C:4](=[O:22])[CH2:5][N:6]([CH2:7][CH2:8][NH:9][S:10]([C:13]1[S:14][C:15]2[CH:21]=[CH:20][CH:19]=[CH:18][C:16]=2[N:17]=1)(=[O:12])=[O:11])[C:44](=[O:45])[CH2:43][N:40]1[CH:39]=[N:38][C:37]2[C:36](=[O:47])[NH:35][C:34]([NH:33][C:31]([O:30][CH2:29][C:28]3[CH:48]=[CH:49][C:25]([O:24][CH3:23])=[CH:26][CH:27]=3)=[O:32])=[N:42][C:41]1=2)[CH3:2]. The yield is 0.780. (2) The reactants are C(OC([N:8]1[CH2:13][CH2:12][CH:11]([CH2:14][C:15]([O:17][CH2:18][CH3:19])=[O:16])[CH:10]([F:20])[CH2:9]1)=O)(C)(C)C.C(O)(C(F)(F)F)=O. The catalyst is C(Cl)Cl. The product is [F:20][CH:10]1[CH:11]([CH2:14][C:15]([O:17][CH2:18][CH3:19])=[O:16])[CH2:12][CH2:13][NH:8][CH2:9]1. The yield is 0.980. (3) The reactants are [C:1]([O:5][C:6](=[O:27])[CH2:7][O:8]/[N:9]=[C:10](/[C:14]1[N:15]=[C:16]([NH:19][C:20]([O:22][C:23]([CH3:26])([CH3:25])[CH3:24])=[O:21])[S:17][CH:18]=1)\[C:11]([OH:13])=O)([CH3:4])([CH3:3])[CH3:2].CCN(C(C)C)C(C)C.CN(C(ON1N=NC2C=CC=NC1=2)=[N+](C)C)C.F[P-](F)(F)(F)(F)F.[N:61]1([CH2:66][C@H:67]2[NH:70][C:69](=[O:71])[C@H:68]2[NH2:72])[CH:65]=[N:64][CH:63]=[N:62]1. The catalyst is C(Cl)Cl.CCOC(C)=O. The product is [N:61]1([CH2:66][C@@H:67]2[C@H:68]([NH:72][C:11](=[O:13])/[C:10](=[N:9]\[O:8][CH2:7][C:6]([O:5][C:1]([CH3:3])([CH3:4])[CH3:2])=[O:27])/[C:14]3[N:15]=[C:16]([NH:19][C:20]([O:22][C:23]([CH3:26])([CH3:24])[CH3:25])=[O:21])[S:17][CH:18]=3)[C:69](=[O:71])[NH:70]2)[CH:65]=[N:64][CH:63]=[N:62]1. The yield is 0.720. (4) The reactants are [CH3:1][C:2]1([CH3:12])[C:11]2[C:6](=[CH:7][CH:8]=[CH:9][CH:10]=2)[NH:5][CH2:4][CH2:3]1.[N+:13]([O-])([O-:15])=[O:14].[K+].C([O-])([O-])=O.[Na+].[Na+]. The catalyst is OS(O)(=O)=O. The product is [CH3:1][C:2]1([CH3:12])[C:11]2[C:6](=[CH:7][C:8]([N+:13]([O-:15])=[O:14])=[CH:9][CH:10]=2)[NH:5][CH2:4][CH2:3]1. The yield is 0.500. (5) The reactants are [CH2:1]([N:8]1[C:12]2[CH:13]=[CH:14][CH:15]=[CH:16][C:11]=2[NH:10][C:9]1=[O:17])[C:2]1[CH:7]=[CH:6][CH:5]=[CH:4][CH:3]=1.[H-].[Na+].Br[CH2:21][C:22]([O:24][C:25]([CH3:28])([CH3:27])[CH3:26])=[O:23].O. The catalyst is CN(C=O)C. The product is [C:25]([O:24][C:22](=[O:23])[CH2:21][N:10]1[C:11]2[CH:16]=[CH:15][CH:14]=[CH:13][C:12]=2[N:8]([CH2:1][C:2]2[CH:3]=[CH:4][CH:5]=[CH:6][CH:7]=2)[C:9]1=[O:17])([CH3:28])([CH3:27])[CH3:26]. The yield is 0.970.